From a dataset of NCI-60 drug combinations with 297,098 pairs across 59 cell lines. Regression. Given two drug SMILES strings and cell line genomic features, predict the synergy score measuring deviation from expected non-interaction effect. Drug 1: C1=CC(=CC=C1C#N)C(C2=CC=C(C=C2)C#N)N3C=NC=N3. Drug 2: CC12CCC3C(C1CCC2OP(=O)(O)O)CCC4=C3C=CC(=C4)OC(=O)N(CCCl)CCCl.[Na+]. Cell line: CCRF-CEM. Synergy scores: CSS=-0.728, Synergy_ZIP=1.54, Synergy_Bliss=0.847, Synergy_Loewe=-0.864, Synergy_HSA=-1.23.